From a dataset of Forward reaction prediction with 1.9M reactions from USPTO patents (1976-2016). Predict the product of the given reaction. (1) Given the reactants [F:1][C:2]1[N:7]=[C:6]([NH2:8])[CH:5]=[CH:4][CH:3]=1.[Br:9]N1C(=O)CCC1=O.C(Cl)Cl.[OH-].[Na+], predict the reaction product. The product is: [Br:9][C:3]1[CH:4]=[CH:5][C:6]([NH2:8])=[N:7][C:2]=1[F:1]. (2) Given the reactants [CH:1]1([CH:7]([NH:18][C:19]2[CH:27]=[CH:26][C:22]([C:23](O)=[O:24])=[CH:21][CH:20]=2)[C:8]2[S:9][C:10]3[CH:17]=[CH:16][CH:15]=[CH:14][C:11]=3[C:12]=2[CH3:13])[CH2:6][CH2:5][CH2:4][CH2:3][CH2:2]1.[CH3:28][NH:29][CH2:30][CH2:31][C:32]([O:34]CC)=[O:33], predict the reaction product. The product is: [CH:1]1([CH:7]([NH:18][C:19]2[CH:20]=[CH:21][C:22]([C:23]([N:29]([CH3:28])[CH2:30][CH2:31][C:32]([OH:34])=[O:33])=[O:24])=[CH:26][CH:27]=2)[C:8]2[S:9][C:10]3[CH:17]=[CH:16][CH:15]=[CH:14][C:11]=3[C:12]=2[CH3:13])[CH2:6][CH2:5][CH2:4][CH2:3][CH2:2]1. (3) The product is: [F:39][CH:2]([F:1])[O:3][C:4]1[CH:5]=[C:6]([N:14]([CH2:32][C:33]2[CH:34]=[N:35][CH:36]=[CH:37][CH:38]=2)[C:15]2[CH:20]=[CH:19][C:18]([C:21](=[O:23])[CH3:22])=[C:17]([OH:24])[CH:16]=2)[CH:7]=[CH:8][C:9]=1[O:10][CH:11]([F:13])[F:12]. Given the reactants [F:1][CH:2]([F:39])[O:3][C:4]1[CH:5]=[C:6]([N:14]([CH2:32][C:33]2[CH:34]=[N:35][CH:36]=[CH:37][CH:38]=2)[C:15]2[CH:20]=[CH:19][C:18]([C:21](=[O:23])[CH3:22])=[C:17]([O:24][Si](C(C)(C)C)(C)C)[CH:16]=2)[CH:7]=[CH:8][C:9]=1[O:10][CH:11]([F:13])[F:12].CC1C=CC(S(O)(=O)=O)=CC=1, predict the reaction product. (4) The product is: [CH2:33]([C:35]1[CH:36]=[CH:37][C:38]([C:41]2[CH:45]=[C:44]([CH3:46])[S:43][C:42]=2[CH2:47][O:48][C:49]2[CH:54]=[CH:53][C:52]([CH2:55][CH2:56][C:57]([OH:59])=[O:58])=[C:51]([F:62])[C:50]=2[F:63])=[CH:39][CH:40]=1)[CH3:34]. Given the reactants C(C1C=CC(C2C=C(C)SC=2CO)=CC=1)C.OC1C=CC(CCC(OCC)=O)=C(F)C=1F.[CH2:33]([C:35]1[CH:40]=[CH:39][C:38]([C:41]2[CH:45]=[C:44]([CH3:46])[S:43][C:42]=2[CH2:47][O:48][C:49]2[CH:54]=[CH:53][C:52]([CH2:55][CH2:56][C:57]([O:59]CC)=[O:58])=[C:51]([F:62])[C:50]=2[F:63])=[CH:37][CH:36]=1)[CH3:34], predict the reaction product.